Dataset: Volume of distribution at steady state (VDss) regression data from Lombardo et al.. Task: Regression/Classification. Given a drug SMILES string, predict its absorption, distribution, metabolism, or excretion properties. Task type varies by dataset: regression for continuous measurements (e.g., permeability, clearance, half-life) or binary classification for categorical outcomes (e.g., BBB penetration, CYP inhibition). For this dataset (vdss_lombardo), we predict log10(VDss) (log10 of volume of distribution in L/kg). (1) The molecule is CC(C)[NH+]1CCC(N(C(=O)Cc2ccccc2)c2ccc(Cl)cc2)CC1. The log10(VDss) is 0.820. (2) The compound is COc1cc2nc(N3CCN(C(=O)C(C)OC)CC3)nc(N)c2cc1OC. The log10(VDss) is -0.360. (3) The drug is CC1CCN(C(=O)CC#N)CC1N(C)c1ncnc2[nH]ccc12. The log10(VDss) is 0.0900. (4) The molecule is CCC[NH2+]C(C)C(=O)Nc1c(C)csc1C(=O)OC. The log10(VDss) is 0.890. (5) The drug is COC1C(=O)C2(C)C(OC)CC3OCC3(OC(C)=O)C2C(OC(=O)c2ccccc2)C2(O)CC(OC(=O)C(O)C(NC(=O)OC(C)(C)C)c3ccccc3)C(C)=C1C2(C)C. The log10(VDss) is 1.68.